From a dataset of Reaction yield outcomes from USPTO patents with 853,638 reactions. Predict the reaction yield, written as a fraction of the theoretical maximum amount of product (1.0 means a 100% yield; for example, 0.34 means a 34% yield). The reactants are C([NH:5][S:6]([C:9]1[CH:10]=[C:11]([C:15]2[CH:20]=[CH:19][CH:18]=[C:17]([C:21]3[N:26]=[C:25]([CH3:27])[CH:24]=[C:23]([C:28]4[CH:33]=[CH:32][C:31]([C:34]([F:37])([F:36])[F:35])=[C:30]([CH3:38])[CH:29]=4)[N:22]=3)[CH:16]=2)[CH:12]=[CH:13][CH:14]=1)(=[O:8])=[O:7])(C)(C)C.C(O)(C(F)(F)F)=O. The catalyst is ClCCl. The product is [CH3:27][C:25]1[CH:24]=[C:23]([C:28]2[CH:33]=[CH:32][C:31]([C:34]([F:37])([F:35])[F:36])=[C:30]([CH3:38])[CH:29]=2)[N:22]=[C:21]([C:17]2[CH:16]=[C:15]([C:11]3[CH:12]=[CH:13][CH:14]=[C:9]([S:6]([NH2:5])(=[O:7])=[O:8])[CH:10]=3)[CH:20]=[CH:19][CH:18]=2)[N:26]=1. The yield is 0.680.